From a dataset of Reaction yield outcomes from USPTO patents with 853,638 reactions. Predict the reaction yield, written as a fraction of the theoretical maximum amount of product (1.0 means a 100% yield; for example, 0.34 means a 34% yield). (1) The catalyst is N1C=CC=CC=1. The reactants are Cl[C:2](OC1C=CC([N+]([O-])=O)=CC=1)=[O:3].[OH:14][CH2:15][C@H:16]1[O:20][C:19](=[O:21])[N:18]([C:22]2[CH:31]=[C:30]3[C:25]([CH:26]=[C:27]([C:33]4[CH:38]=[CH:37][CH:36]=[CH:35][C:34]=4[C:39]([F:42])([F:41])[F:40])[NH:28][C:29]3=[O:32])=[CH:24][CH:23]=2)[CH2:17]1.[CH2:43]([O:50][CH2:51][CH2:52][O:53][CH2:54][CH2:55][O:56][CH2:57][CH2:58][O:59][CH2:60][CH2:61][O:62][CH2:63][CH2:64][O:65][CH2:66][CH2:67][OH:68])[C:44]1[CH:49]=[CH:48][CH:47]=[CH:46][CH:45]=1.Cl. The product is [O:21]=[C:19]1[N:18]([C:22]2[CH:31]=[C:30]3[C:25]([CH:26]=[C:27]([C:33]4[CH:38]=[CH:37][CH:36]=[CH:35][C:34]=4[C:39]([F:41])([F:40])[F:42])[NH:28][C:29]3=[O:32])=[CH:24][CH:23]=2)[CH2:17][C@@H:16]([CH2:15][O:14][C:2](=[O:3])[O:68][CH2:67][CH2:66][O:65][CH2:64][CH2:63][O:62][CH2:61][CH2:60][O:59][CH2:58][CH2:57][O:56][CH2:55][CH2:54][O:53][CH2:52][CH2:51][O:50][CH2:43][C:44]2[CH:45]=[CH:46][CH:47]=[CH:48][CH:49]=2)[O:20]1. The yield is 0.370. (2) The reactants are [F:1][C:2]1[C:10]([N+:11]([O-:13])=[O:12])=[CH:9][CH:8]=[C:7]([F:14])[C:3]=1[C:4]([OH:6])=[O:5].[N+](=[CH2:17])=[N-].[Si](C=[N+]=[N-])(C)(C)C.N#N. The catalyst is CO. The product is [F:1][C:2]1[C:10]([N+:11]([O-:13])=[O:12])=[CH:9][CH:8]=[C:7]([F:14])[C:3]=1[C:4]([O:6][CH3:17])=[O:5]. The yield is 0.990. (3) The reactants are [CH2:1]([N:5]([C:17]1[N:22]=[C:21]([N:23]([CH:28]2[CH2:33][C:32]([CH3:35])([CH3:34])[N:31]([OH:36])[C:30]([CH3:38])([CH3:37])[CH2:29]2)[CH2:24][CH2:25][CH2:26][CH3:27])[N:20]=[C:19]([N:39]([CH2:48][CH:49]([CH2:54][CH3:55])[CH2:50][CH2:51][CH2:52][CH3:53])[CH2:40][CH:41]([CH2:46][CH3:47])[CH2:42][CH2:43][CH2:44][CH3:45])[N:18]=1)[CH:6]1[CH2:11][C:10]([CH3:13])([CH3:12])[N:9]([OH:14])[C:8]([CH3:16])([CH3:15])[CH2:7]1)[CH2:2][CH2:3][CH3:4].N(O[C:59]([CH3:62])([CH3:61])C)=O.N[C:64]1[CH:69]=[CH:68][CH:67]=[CH:66][CH:65]=1.N1C=C[CH:73]=[CH:72][CH:71]=1. No catalyst specified. The product is [CH2:24]([N:23]([C:21]1[N:22]=[C:17]([N:5]([CH:6]2[CH2:11][C:10]([CH3:13])([CH3:12])[N:9]([O:14][C:61]3[CH:59]=[CH:62][CH:73]=[CH:72][CH:71]=3)[C:8]([CH3:15])([CH3:16])[CH2:7]2)[CH2:1][CH2:2][CH2:3][CH3:4])[N:18]=[C:19]([N:39]([CH2:48][CH:49]([CH2:54][CH3:55])[CH2:50][CH2:51][CH2:52][CH3:53])[CH2:40][CH:41]([CH2:46][CH3:47])[CH2:42][CH2:43][CH2:44][CH3:45])[N:20]=1)[CH:28]1[CH2:29][C:30]([CH3:37])([CH3:38])[N:31]([O:36][C:64]2[CH:69]=[CH:68][CH:67]=[CH:66][CH:65]=2)[C:32]([CH3:34])([CH3:35])[CH2:33]1)[CH2:25][CH2:26][CH3:27]. The yield is 0.833.